This data is from Peptide-MHC class I binding affinity with 185,985 pairs from IEDB/IMGT. The task is: Regression. Given a peptide amino acid sequence and an MHC pseudo amino acid sequence, predict their binding affinity value. This is MHC class I binding data. (1) The peptide sequence is RTLAYARM. The MHC is H-2-Kb with pseudo-sequence H-2-Kb. The binding affinity (normalized) is 0.839. (2) The peptide sequence is QEMASRGLW. The MHC is Mamu-A11 with pseudo-sequence YHTKYREISANTYENTAYFTYDYYTWAVHTYEWY. The binding affinity (normalized) is 1.00. (3) The peptide sequence is YRFLFAFL. The MHC is H-2-Db with pseudo-sequence H-2-Db. The binding affinity (normalized) is 0.0278. (4) The peptide sequence is AKATGRYNL. The MHC is HLA-A29:02 with pseudo-sequence HLA-A29:02. The binding affinity (normalized) is 0.0847. (5) The peptide sequence is KMKDPKMYH. The MHC is HLA-A80:01 with pseudo-sequence HLA-A80:01. The binding affinity (normalized) is 0.0847. (6) The peptide sequence is SKKLDPGDKW. The binding affinity (normalized) is 0.212. The MHC is Mamu-B17 with pseudo-sequence Mamu-B17. (7) The peptide sequence is YVVSRRGDL. The MHC is HLA-B15:09 with pseudo-sequence HLA-B15:09. The binding affinity (normalized) is 0.0847.